Dataset: Cav3 T-type calcium channel HTS with 100,875 compounds. Task: Binary Classification. Given a drug SMILES string, predict its activity (active/inactive) in a high-throughput screening assay against a specified biological target. (1) The result is 0 (inactive). The compound is O=c1n(c2c(c3n1nc(n3)CCn1nc(cc1C)C)cccc2)CC(=O)Nc1cc(ccc1)C. (2) The molecule is S1Cc2c(n(nc2C1)C(C)(C)C)NC(=O)c1cc(OCC)c(OCC)cc1. The result is 1 (active). (3) The drug is O(CC(O)Cn1ccnc1)c1cc(OC)cc(OC)c1. The result is 0 (inactive). (4) The molecule is O=C(NCCNC(=O)c1occc1)C(c1ccccc1)c1ccccc1. The result is 0 (inactive). (5) The molecule is o1nc(cc1CC(C)C)C(=O)Nc1nn(Cc2ccc(cc2)C)cc1. The result is 1 (active). (6) The compound is S(=O)(=O)(N1CCC(CC1)C(=O)NCCN(CC)c1ccccc1)c1c2nsnc2ccc1. The result is 0 (inactive).